Dataset: Catalyst prediction with 721,799 reactions and 888 catalyst types from USPTO. Task: Predict which catalyst facilitates the given reaction. (1) Reactant: [CH2:1]([O:3][C:4]1[CH:9]=[CH:8][C:7]([C:10]2[Se:11][C:12]([CH:15]=[CH:16][CH2:17][CH3:18])=[CH:13][CH:14]=2)=[C:6]([F:19])[C:5]=1[F:20])[CH3:2]. Product: [CH2:1]([O:3][C:4]1[CH:9]=[CH:8][C:7]([C:10]2[Se:11][C:12]([CH2:15][CH2:16][CH2:17][CH3:18])=[CH:13][CH:14]=2)=[C:6]([F:19])[C:5]=1[F:20])[CH3:2]. The catalyst class is: 78. (2) Reactant: [O:1]1[C:5]2([CH2:10][CH2:9][CH:8]([NH:11][NH2:12])[CH2:7][CH2:6]2)[O:4][CH2:3][CH2:2]1.C(N(CC)CC)C.C(O)C.[Cl:23][C:24]1[N:29]=[C:28](Cl)[C:27]([CH:31]=O)=[C:26]([Cl:33])[N:25]=1. Product: [Cl:33][C:26]1[N:25]=[C:24]([Cl:23])[N:29]=[C:28]2[N:11]([CH:8]3[CH2:9][CH2:10][C:5]4([O:4][CH2:3][CH2:2][O:1]4)[CH2:6][CH2:7]3)[N:12]=[CH:31][C:27]=12. The catalyst class is: 6.